Dataset: Catalyst prediction with 721,799 reactions and 888 catalyst types from USPTO. Task: Predict which catalyst facilitates the given reaction. (1) Reactant: [Cl:1][C:2]1[CH:7]=[CH:6][C:5]([C:8]2[CH:13]=[CH:12][C:11]([C:14](=[O:21])[CH2:15][CH2:16][C:17]([O:19]C)=[O:18])=[CH:10][CH:9]=2)=[C:4]([F:22])[CH:3]=1. Product: [Cl:1][C:2]1[CH:7]=[CH:6][C:5]([C:8]2[CH:9]=[CH:10][C:11]([C:14](=[O:21])[CH2:15][CH2:16][C:17]([OH:19])=[O:18])=[CH:12][CH:13]=2)=[C:4]([F:22])[CH:3]=1. The catalyst class is: 33. (2) Reactant: [Cl:1][C:2]1[CH:3]=[C:4]([CH2:8][C:9]([OH:11])=O)[CH:5]=[CH:6][CH:7]=1.Cl.CN(C)CCCN=C=NCC.ON1C2C=CC=CC=2N=N1.Cl.[CH3:35][NH:36][O:37][CH3:38].C(N(C(C)C)CC)(C)C. Product: [Cl:1][C:2]1[CH:3]=[C:4]([CH2:8][C:9]([N:36]([O:37][CH3:38])[CH3:35])=[O:11])[CH:5]=[CH:6][CH:7]=1. The catalyst class is: 4. (3) Reactant: [Cl:1][C:2]1[CH:7]=[CH:6][CH:5]=[CH:4][C:3]=1[S:8]([CH:11]1[CH2:15][CH2:14][CH:13]([C:16]([OH:18])=O)[CH2:12]1)(=[O:10])=[O:9].CCN(C(C)C)C(C)C.CN(C(O[N:36]1N=[N:43][C:38]2C=CC=N[C:37]1=2)=[N+](C)C)C.F[P-](F)(F)(F)(F)F.Cl.NCC#N. Product: [C:37]([CH2:38][NH:43][C:16]([CH:13]1[CH2:14][CH2:15][CH:11]([S:8]([C:3]2[CH:4]=[CH:5][CH:6]=[CH:7][C:2]=2[Cl:1])(=[O:9])=[O:10])[CH2:12]1)=[O:18])#[N:36]. The catalyst class is: 3. (4) Reactant: [C:1]1(/[C:7](/[C:17]2[CH:27]=[CH:26][C:20]([O:21][CH2:22][CH2:23][NH:24][CH3:25])=[CH:19][CH:18]=2)=[C:8](/[C:11]2[CH:16]=[CH:15][CH:14]=[CH:13][CH:12]=2)\[CH2:9][CH3:10])[CH:6]=[CH:5][CH:4]=[CH:3][CH:2]=1.S(OC[CH2:40][O:41][CH2:42][CH2:43][O:44][CH2:45][CH2:46][O:47][CH2:48][C:49]([O:51][C:52]([CH3:55])([CH3:54])[CH3:53])=[O:50])(C1C=CC(C)=CC=1)(=O)=O.[C:56]([O-])([O-])=O.[K+].[K+]. Product: [C:1]1(/[C:7](/[C:17]2[CH:27]=[CH:26][C:20]([O:21][CH2:22][CH2:23][N:24]([CH3:56])[CH2:25][CH2:40][O:41][CH2:42][CH2:43][O:44][CH2:45][CH2:46][O:47][CH2:48][C:49]([O:51][C:52]([CH3:55])([CH3:54])[CH3:53])=[O:50])=[CH:19][CH:18]=2)=[C:8](/[C:11]2[CH:16]=[CH:15][CH:14]=[CH:13][CH:12]=2)\[CH2:9][CH3:10])[CH:2]=[CH:3][CH:4]=[CH:5][CH:6]=1. The catalyst class is: 3. (5) Reactant: [O:1]1[C:6]2[CH:7]=[CH:8][C:9]([CH2:11][NH:12][CH2:13][C:14]3[CH:19]=[CH:18][CH:17]=[C:16]([O:20][CH2:21][CH3:22])[CH:15]=3)=[CH:10][C:5]=2[O:4][CH2:3][CH2:2]1.C([O-])([O-])=O.[K+].[K+].Cl.[CH2:30]([C:34]1[C:35]([CH2:47]Cl)=[C:36]([Cl:46])[N:37]=[N:38][C:39]=1[C:40]1[CH:45]=[CH:44][CH:43]=[CH:42][CH:41]=1)[CH2:31][CH2:32][CH3:33].CCCCCC. Product: [CH2:30]([C:34]1[C:35]([CH2:47][N:12]([CH2:11][C:9]2[CH:8]=[CH:7][C:6]3[O:1][CH2:2][CH2:3][O:4][C:5]=3[CH:10]=2)[CH2:13][C:14]2[CH:19]=[CH:18][CH:17]=[C:16]([O:20][CH2:21][CH3:22])[CH:15]=2)=[C:36]([Cl:46])[N:37]=[N:38][C:39]=1[C:40]1[CH:41]=[CH:42][CH:43]=[CH:44][CH:45]=1)[CH2:31][CH2:32][CH3:33]. The catalyst class is: 210. (6) Reactant: [N+:1]([C:4]1[CH:9]=[CH:8][C:7]([CH2:10][CH2:11][NH2:12])=[CH:6][CH:5]=1)([O-:3])=[O:2].[C:13](O[C:13]([O:15][C:16]([CH3:19])([CH3:18])[CH3:17])=[O:14])([O:15][C:16]([CH3:19])([CH3:18])[CH3:17])=[O:14]. Product: [C:16]([O:15][C:13]([NH:12][CH2:11][CH2:10][C:7]1[CH:6]=[CH:5][C:4]([N+:1]([O-:3])=[O:2])=[CH:9][CH:8]=1)=[O:14])([CH3:19])([CH3:18])[CH3:17]. The catalyst class is: 797. (7) Product: [CH:11]([C:12]1[S:14][C:2]([CH3:9])=[C:3]([C:4]([O:6][CH3:7])=[O:5])[N:13]=1)([CH3:15])[CH3:10]. The catalyst class is: 1. Reactant: Br[CH:2]([CH3:9])[C:3](=O)[C:4]([O:6][CH3:7])=[O:5].[CH3:10][CH:11]([CH3:15])[C:12](=[S:14])[NH2:13]. (8) Product: [CH:4]([C:3]1[C:2]([O:1][CH2:17][CH2:18][CH2:19][CH2:20][CH2:21][C:22]([O:24][CH2:25][CH3:26])=[O:23])=[N:9][CH:8]=[CH:7][CH:6]=1)=[O:5]. Reactant: [OH:1][C:2]1[N:9]=[CH:8][CH:7]=[CH:6][C:3]=1[CH:4]=[O:5].C(=O)([O-])[O-].[K+].[K+].Br[CH2:17][CH2:18][CH2:19][CH2:20][CH2:21][C:22]([O:24][CH2:25][CH3:26])=[O:23]. The catalyst class is: 18.